This data is from Full USPTO retrosynthesis dataset with 1.9M reactions from patents (1976-2016). The task is: Predict the reactants needed to synthesize the given product. Given the product [C:16]([O:20][C:21](=[O:22])[NH:23][CH:24]1[CH2:28][CH2:27][N:26]([C:2]2[C:11]3[C:6](=[CH:7][C:8]([O:14][CH3:15])=[C:9]([O:12][CH3:13])[CH:10]=3)[N:5]=[CH:4][N:3]=2)[CH2:25]1)([CH3:19])([CH3:17])[CH3:18], predict the reactants needed to synthesize it. The reactants are: Cl[C:2]1[C:11]2[C:6](=[CH:7][C:8]([O:14][CH3:15])=[C:9]([O:12][CH3:13])[CH:10]=2)[N:5]=[CH:4][N:3]=1.[C:16]([O:20][C:21]([NH:23][CH:24]1[CH2:28][CH2:27][NH:26][CH2:25]1)=[O:22])([CH3:19])([CH3:18])[CH3:17].CCN(C(C)C)C(C)C.